From a dataset of NCI-60 drug combinations with 297,098 pairs across 59 cell lines. Regression. Given two drug SMILES strings and cell line genomic features, predict the synergy score measuring deviation from expected non-interaction effect. (1) Drug 2: COCCOC1=C(C=C2C(=C1)C(=NC=N2)NC3=CC=CC(=C3)C#C)OCCOC.Cl. Cell line: T-47D. Drug 1: C1=C(C(=O)NC(=O)N1)F. Synergy scores: CSS=30.6, Synergy_ZIP=-4.87, Synergy_Bliss=-9.32, Synergy_Loewe=-8.15, Synergy_HSA=-7.17. (2) Drug 1: C(=O)(N)NO. Drug 2: CC12CCC3C(C1CCC2O)C(CC4=C3C=CC(=C4)O)CCCCCCCCCS(=O)CCCC(C(F)(F)F)(F)F. Cell line: NCI-H460. Synergy scores: CSS=-3.31, Synergy_ZIP=2.39, Synergy_Bliss=0.161, Synergy_Loewe=-5.40, Synergy_HSA=-4.40.